From a dataset of Forward reaction prediction with 1.9M reactions from USPTO patents (1976-2016). Predict the product of the given reaction. (1) The product is: [Br:1][C:2]1[CH:7]=[CH:6][C:5]([CH2:8][C@@H:9]([C:10]([O:12][CH3:13])=[O:11])[NH:14][C:15]([O:17][C:18]([CH3:21])([CH3:20])[CH3:19])=[O:16])=[CH:4][C:3]=1[F:22]. Given the reactants [Br:1][C:2]1[CH:7]=[CH:6][C:5](/[CH:8]=[C:9](\[NH:14][C:15]([O:17][C:18]([CH3:21])([CH3:20])[CH3:19])=[O:16])/[C:10]([O:12][CH3:13])=[O:11])=[CH:4][C:3]=1[F:22], predict the reaction product. (2) Given the reactants [Cl:1][C:2]1[C:3]([O:15][CH2:16][CH2:17][CH3:18])=[C:4]([CH:12]=[CH:13][CH:14]=1)[CH2:5][N:6]([CH3:11])[C:7](=[O:10])[CH:8]=[CH2:9].C(N(C(C)C)CC)(C)C.Br[C:29]1[CH:42]=[N:41][C:32]2[NH:33][C:34](=[O:40])[C:35]([CH3:39])([CH3:38])[NH:36][CH2:37][C:31]=2[CH:30]=1.CC1C=CC=CC=1P(C1C=CC=CC=1C)C1C=CC=CC=1C, predict the reaction product. The product is: [Cl:1][C:2]1[C:3]([O:15][CH2:16][CH2:17][CH3:18])=[C:4]([CH:12]=[CH:13][CH:14]=1)[CH2:5][N:6]([CH3:11])[C:7](=[O:10])/[CH:8]=[CH:9]/[C:29]1[CH:42]=[N:41][C:32]2[NH:33][C:34](=[O:40])[C:35]([CH3:39])([CH3:38])[NH:36][CH2:37][C:31]=2[CH:30]=1. (3) Given the reactants [F:1][C:2]1[CH:7]=[CH:6][C:5]([C:8]([C:11]2[NH:19][C:18]3[C:13](=[N:14][CH:15]=[CH:16][C:17]=3[C:20]([O:22]C)=[O:21])[CH:12]=2)(O)[CH3:9])=[CH:4][CH:3]=1.[SiH](CC)(CC)CC.C(O)(C(F)(F)F)=O, predict the reaction product. The product is: [F:1][C:2]1[CH:7]=[CH:6][C:5]([CH:8]([C:11]2[NH:19][C:18]3[C:13](=[N:14][CH:15]=[CH:16][C:17]=3[C:20]([OH:22])=[O:21])[CH:12]=2)[CH3:9])=[CH:4][CH:3]=1. (4) The product is: [CH3:10][C:11]1([CH3:36])[C:20]2[N:19]=[C:18]([C:21]([NH:9][S:6]([CH:3]3[CH2:5][CH2:4]3)(=[O:8])=[O:7])=[O:22])[CH:17]=[CH:16][C:15]=2[NH:14][CH:13]([C:24]2[CH:29]=[CH:28][CH:27]=[C:26]([N:30]3[CH2:35][CH2:34][O:33][CH2:32][CH2:31]3)[CH:25]=2)[CH2:12]1. Given the reactants [H-].[Na+].[CH:3]1([S:6]([NH2:9])(=[O:8])=[O:7])[CH2:5][CH2:4]1.[CH3:10][C:11]1([CH3:36])[C:20]2[N:19]=[C:18]([C:21](O)=[O:22])[CH:17]=[CH:16][C:15]=2[NH:14][CH:13]([C:24]2[CH:29]=[CH:28][CH:27]=[C:26]([N:30]3[CH2:35][CH2:34][O:33][CH2:32][CH2:31]3)[CH:25]=2)[CH2:12]1.C(N1C=CN=C1)(N1C=CN=C1)=O, predict the reaction product. (5) Given the reactants [F:1][C:2]1[CH:3]=[C:4]([CH:7]=[CH:8][C:9]=1[C:10]1[S:11][C:12]2[CH:18]=[C:17]([C:19]3([C:22]4[CH:27]=[CH:26][CH:25]=[CH:24][CH:23]=4)[CH2:21][CH2:20]3)[CH:16]=[CH:15][C:13]=2[N:14]=1)[CH:5]=O.Cl.[NH:29]1[CH2:32][CH:31]([C:33]([O:35][CH3:36])=[O:34])[CH2:30]1, predict the reaction product. The product is: [F:1][C:2]1[CH:3]=[C:4]([CH2:5][N:29]2[CH2:32][CH:31]([C:33]([O:35][CH3:36])=[O:34])[CH2:30]2)[CH:7]=[CH:8][C:9]=1[C:10]1[S:11][C:12]2[CH:18]=[C:17]([C:19]3([C:22]4[CH:23]=[CH:24][CH:25]=[CH:26][CH:27]=4)[CH2:20][CH2:21]3)[CH:16]=[CH:15][C:13]=2[N:14]=1. (6) Given the reactants [Cl:1][C:2]1[CH:3]=[C:4]([CH:7]=[C:8]([NH:10][CH2:11][C:12]2[CH:17]=[CH:16][C:15]([O:18][C:19]([F:22])([F:21])[F:20])=[CH:14][CH:13]=2)[CH:9]=1)[C:5]#[N:6].[C:23](Cl)(=[O:26])[CH2:24][CH3:25], predict the reaction product. The product is: [Cl:1][C:2]1[CH:9]=[C:8]([N:10]([CH2:11][C:12]2[CH:13]=[CH:14][C:15]([O:18][C:19]([F:20])([F:21])[F:22])=[CH:16][CH:17]=2)[C:23](=[O:26])[CH2:24][CH3:25])[CH:7]=[C:4]([C:5]#[N:6])[CH:3]=1. (7) Given the reactants [Cl:1][C:2]1[N:7]=[C:6]([N:8]([CH3:22])[C:9]2[CH:21]=[CH:20][C:12]3[N:13]([CH2:18][CH3:19])[C:14]([NH:16][CH3:17])=[N:15][C:11]=3[CH:10]=2)[CH:5]=[CH:4][N:3]=1.[NH2:23][C:24]1[CH:29]=[CH:28][C:27]([CH2:30][S:31]([NH2:34])(=[O:33])=[O:32])=[CH:26][CH:25]=1, predict the reaction product. The product is: [ClH:1].[CH2:18]([N:13]1[C:12]2[CH:20]=[CH:21][C:9]([N:8]([CH3:22])[C:6]3[CH:5]=[CH:4][N:3]=[C:2]([NH:23][C:24]4[CH:29]=[CH:28][C:27]([CH2:30][S:31]([NH2:34])(=[O:32])=[O:33])=[CH:26][CH:25]=4)[N:7]=3)=[CH:10][C:11]=2[N:15]=[C:14]1[NH:16][CH3:17])[CH3:19]. (8) Given the reactants [C:1]([C:3]1[CH:9]=[CH:8][C:6]([NH2:7])=[CH:5][CH:4]=1)#[N:2].[NH2:10][C:11]1[CH:16]=[CH:15][CH:14]=[CH:13][CH:12]=1.[NH2:17]C(N)=O, predict the reaction product. The product is: [NH:10]=[C:11]1[CH:16]=[CH:15][C:14]([N:17]=[N:7][C:6]2[CH:8]=[CH:9][C:3]([C:1]#[N:2])=[CH:4][CH:5]=2)=[CH:13][CH2:12]1. (9) Given the reactants Cl.[O:2]=[C:3]1[CH2:8][NH:7][CH2:6][CH2:5][N:4]1[CH2:9][C:10]([O:12][CH3:13])=[O:11].Br[C:15]1[CH:20]=[CH:19][CH:18]=[C:17]([O:21][C:22]([F:25])([F:24])[F:23])[CH:16]=1.CC1(C)C2C(=C(P(C3C=CC=CC=3)C3C=CC=CC=3)C=CC=2)OC2C(P(C3C=CC=CC=3)C3C=CC=CC=3)=CC=CC1=2.C([O-])([O-])=O.[Cs+].[Cs+], predict the reaction product. The product is: [O:2]=[C:3]1[CH2:8][N:7]([C:19]2[CH:20]=[CH:15][CH:16]=[C:17]([O:21][C:22]([F:23])([F:24])[F:25])[CH:18]=2)[CH2:6][CH2:5][N:4]1[CH2:9][C:10]([O:12][CH3:13])=[O:11].